From a dataset of Peptide-MHC class I binding affinity with 185,985 pairs from IEDB/IMGT. Regression. Given a peptide amino acid sequence and an MHC pseudo amino acid sequence, predict their binding affinity value. This is MHC class I binding data. (1) The peptide sequence is YVFPVIFSK. The MHC is HLA-B58:01 with pseudo-sequence HLA-B58:01. The binding affinity (normalized) is 0. (2) The peptide sequence is YTHGIVFDGK. The MHC is HLA-A33:01 with pseudo-sequence HLA-A33:01. The binding affinity (normalized) is 0.459. (3) The peptide sequence is LFFPFGLFK. The MHC is HLA-B27:05 with pseudo-sequence HLA-B27:05. The binding affinity (normalized) is 0.0847. (4) The peptide sequence is EDGYSQSPGGL. The MHC is Mamu-B01 with pseudo-sequence Mamu-B01. The binding affinity (normalized) is 0. (5) The peptide sequence is FLNISWFYI. The MHC is HLA-A33:01 with pseudo-sequence HLA-A33:01. The binding affinity (normalized) is 0.312. (6) The peptide sequence is QQEKNMYEL. The MHC is Mamu-A07 with pseudo-sequence Mamu-A07. The binding affinity (normalized) is 0.347. (7) The peptide sequence is NQLYLTVSF. The MHC is HLA-B46:01 with pseudo-sequence HLA-B46:01. The binding affinity (normalized) is 0.0847. (8) The peptide sequence is IETALRTLI. The MHC is HLA-B44:02 with pseudo-sequence HLA-B44:02. The binding affinity (normalized) is 0.267. (9) The peptide sequence is IKWLWKANK. The MHC is HLA-B15:01 with pseudo-sequence HLA-B15:01. The binding affinity (normalized) is 0.0847.